From a dataset of Forward reaction prediction with 1.9M reactions from USPTO patents (1976-2016). Predict the product of the given reaction. (1) Given the reactants [C:1]([C:3]1[S:4][C:5]([CH2:8][CH2:9][CH2:10][CH2:11][CH2:12][CH2:13][CH2:14][CH3:15])=[CH:6][CH:7]=1)#[CH:2].Br[C:17]1[S:21][C:20]([C:22]2[S:23][C:24](Br)=[CH:25][CH:26]=2)=[CH:19][CH:18]=1.C(N([CH2:33][CH3:34])CC)C.[CH2:35]1[CH2:39]O[CH2:37][CH2:36]1, predict the reaction product. The product is: [CH2:8]([C:5]1[S:4][C:3]([C:1]#[C:2][C:17]2[S:21][C:20]([C:22]3[S:23][C:24]([C:37]#[C:36][C:35]4[S:4][C:3]([CH2:7][CH2:6][CH2:5][CH2:8][CH2:9][CH2:10][CH2:33][CH3:34])=[CH:1][CH:39]=4)=[CH:25][CH:26]=3)=[CH:19][CH:18]=2)=[CH:7][CH:6]=1)[CH2:9][CH2:10][CH2:11][CH2:12][CH2:13][CH2:14][CH3:15]. (2) Given the reactants [NH2:1][C:2]1[CH:7]=[C:6]([CH2:8][CH2:9][NH2:10])[CH:5]=[CH:4][C:3]=1[OH:11].N([O-])=O.[Na+].[N-:16]=[N+:17]=[N-].[Na+], predict the reaction product. The product is: [NH2:10][CH2:9][CH2:8][C:6]1[CH:5]=[CH:4][C:3]([OH:11])=[C:2]([N:1]=[N+:16]=[N-:17])[CH:7]=1. (3) Given the reactants [CH3:1][N:2]1[C:10]2[N:9]=[C:8]([Br:11])[NH:7][C:6]=2[C:5](=[O:12])[NH:4][C:3]1=[O:13].CN(C)C=O.C(N(C(C)C)CC)(C)C.Br[CH2:29][C:30]#[C:31][CH3:32], predict the reaction product. The product is: [CH3:1][N:2]1[C:10]2[N:9]=[C:8]([Br:11])[N:7]([CH2:29][C:30]#[C:31][CH3:32])[C:6]=2[C:5](=[O:12])[NH:4][C:3]1=[O:13].